Binary Classification. Given a drug SMILES string, predict its activity (active/inactive) in a high-throughput screening assay against a specified biological target. From a dataset of Choline transporter screen with 302,306 compounds. (1) The drug is S(c1nc2c(c(c1CC)C)cccc2)CCC(O)=O. The result is 0 (inactive). (2) The compound is O=C1CC(CC(NCCC(C)C)=C1)c1ccc(OC)cc1. The result is 0 (inactive). (3) The result is 0 (inactive). The compound is s1c(C(N(CCOC)C(=S)Nc2ccc(OC)cc2)C)ccc1. (4) The molecule is S(=O)(=O)(c1nc(oc1SCC(=O)NCC1OCCC1)c1occc1)c1ccc(cc1)C. The result is 0 (inactive). (5) The molecule is S=C(N1CCN(CC1)c1c(c(ccc1)C)C)NCCc1ccccc1. The result is 0 (inactive). (6) The drug is O=C(N1CCN(CC1)CCN\C=C1\C(=O)CC(CC1=O)c1ccc(OC)cc1)CCCCC. The result is 0 (inactive). (7) The drug is s1c(C(OCC(=O)NCc2ccc(OC)cc2)=O)ccc1. The result is 0 (inactive). (8) The compound is S(=O)(=O)(N1CCC(CC1)C(=O)NCC1OCCC1)c1cc(c(OCC)cc1)C. The result is 0 (inactive). (9) The drug is Fc1c(C(=O)NC(C(C)C)C(OCC(=O)Nc2ccc(OC)cc2)=O)c(F)ccc1. The result is 0 (inactive).